From a dataset of Forward reaction prediction with 1.9M reactions from USPTO patents (1976-2016). Predict the product of the given reaction. (1) Given the reactants F[P-](F)(F)(F)(F)F.N1(O[P+](N(C)C)(N(C)C)N(C)C)C2C=CC=CC=2N=N1.[CH:28]1([CH2:34][C@H:35]([N:39]2[CH2:47][C:46]3[C:41](=[CH:42][CH:43]=[CH:44][CH:45]=3)[C:40]2=[O:48])[C:36]([OH:38])=O)[CH2:33][CH2:32][CH2:31][CH2:30][CH2:29]1.[NH2:49][C:50]1[CH:55]=[CH:54][C:53]([Cl:56])=[CH:52][N:51]=1.C1(C[C@H](N2CC3C(=CC=CC=3)C2=O)C(NC2SC=CN=2)=O)CCCCC1, predict the reaction product. The product is: [CH:28]1([CH2:34][C@H:35]([N:39]2[CH2:47][C:46]3[C:45](=[CH:44][CH:43]=[CH:42][CH:41]=3)[C:40]2=[O:48])[C:36]([NH:49][C:50]2[CH:55]=[CH:54][C:53]([Cl:56])=[CH:52][N:51]=2)=[O:38])[CH2:29][CH2:30][CH2:31][CH2:32][CH2:33]1. (2) The product is: [Cl:1][C:2]1[CH:10]=[C:9]([N:11]2[CH2:16][CH2:15][O:14][CH2:13][CH2:12]2)[CH:8]=[CH:7][C:3]=1[C:4]([NH:17][C:18]1[CH:19]=[CH:20][C:21]2[CH2:25][O:24][B:23]([OH:26])[C:22]=2[CH:27]=1)=[O:6]. Given the reactants [Cl:1][C:2]1[CH:10]=[C:9]([N:11]2[CH2:16][CH2:15][O:14][CH2:13][CH2:12]2)[CH:8]=[CH:7][C:3]=1[C:4]([OH:6])=O.[NH2:17][C:18]1[CH:19]=[CH:20][C:21]2[CH2:25][O:24][B:23]([OH:26])[C:22]=2[CH:27]=1, predict the reaction product.